From a dataset of Catalyst prediction with 721,799 reactions and 888 catalyst types from USPTO. Predict which catalyst facilitates the given reaction. Reactant: [Br:1][C:2]1[C:3]([CH3:11])=[C:4]([CH:8]=[CH:9][CH:10]=1)[C:5](O)=[O:6].C(Cl)(=O)C([Cl:15])=O.CN(C)C=O. Product: [Br:1][C:2]1[C:3]([CH3:11])=[C:4]([CH:8]=[CH:9][CH:10]=1)[C:5]([Cl:15])=[O:6]. The catalyst class is: 7.